This data is from NCI-60 drug combinations with 297,098 pairs across 59 cell lines. The task is: Regression. Given two drug SMILES strings and cell line genomic features, predict the synergy score measuring deviation from expected non-interaction effect. (1) Drug 1: CC=C1C(=O)NC(C(=O)OC2CC(=O)NC(C(=O)NC(CSSCCC=C2)C(=O)N1)C(C)C)C(C)C. Drug 2: CCC1(C2=C(COC1=O)C(=O)N3CC4=CC5=C(C=CC(=C5CN(C)C)O)N=C4C3=C2)O.Cl. Cell line: MOLT-4. Synergy scores: CSS=97.4, Synergy_ZIP=0.707, Synergy_Bliss=-1.10, Synergy_Loewe=0.0886, Synergy_HSA=1.57. (2) Drug 1: CC1C(C(=O)NC(C(=O)N2CCCC2C(=O)N(CC(=O)N(C(C(=O)O1)C(C)C)C)C)C(C)C)NC(=O)C3=C4C(=C(C=C3)C)OC5=C(C(=O)C(=C(C5=N4)C(=O)NC6C(OC(=O)C(N(C(=O)CN(C(=O)C7CCCN7C(=O)C(NC6=O)C(C)C)C)C)C(C)C)C)N)C. Drug 2: CCC1(CC2CC(C3=C(CCN(C2)C1)C4=CC=CC=C4N3)(C5=C(C=C6C(=C5)C78CCN9C7C(C=CC9)(C(C(C8N6C=O)(C(=O)OC)O)OC(=O)C)CC)OC)C(=O)OC)O.OS(=O)(=O)O. Cell line: SR. Synergy scores: CSS=42.1, Synergy_ZIP=-3.57, Synergy_Bliss=-7.02, Synergy_Loewe=-8.41, Synergy_HSA=-5.08. (3) Drug 1: C1CCC(CC1)NC(=O)N(CCCl)N=O. Drug 2: C1=NC2=C(N=C(N=C2N1C3C(C(C(O3)CO)O)O)F)N. Cell line: SF-295. Synergy scores: CSS=37.5, Synergy_ZIP=1.25, Synergy_Bliss=3.04, Synergy_Loewe=1.75, Synergy_HSA=3.00. (4) Drug 1: C1C(C(OC1N2C=C(C(=O)NC2=O)F)CO)O. Drug 2: C1=CC=C(C(=C1)C(C2=CC=C(C=C2)Cl)C(Cl)Cl)Cl. Cell line: HCT-15. Synergy scores: CSS=39.3, Synergy_ZIP=0.759, Synergy_Bliss=0.710, Synergy_Loewe=-37.9, Synergy_HSA=0.0395. (5) Drug 1: CC12CCC(CC1=CCC3C2CCC4(C3CC=C4C5=CN=CC=C5)C)O. Drug 2: CC1=CC=C(C=C1)C2=CC(=NN2C3=CC=C(C=C3)S(=O)(=O)N)C(F)(F)F. Cell line: A498. Synergy scores: CSS=0.693, Synergy_ZIP=0.932, Synergy_Bliss=2.31, Synergy_Loewe=-0.948, Synergy_HSA=0.202. (6) Drug 1: CNC(=O)C1=CC=CC=C1SC2=CC3=C(C=C2)C(=NN3)C=CC4=CC=CC=N4. Drug 2: CC1=C2C(C(=O)C3(C(CC4C(C3C(C(C2(C)C)(CC1OC(=O)C(C(C5=CC=CC=C5)NC(=O)C6=CC=CC=C6)O)O)OC(=O)C7=CC=CC=C7)(CO4)OC(=O)C)O)C)OC(=O)C. Cell line: SK-MEL-2. Synergy scores: CSS=38.6, Synergy_ZIP=4.58, Synergy_Bliss=4.81, Synergy_Loewe=-36.9, Synergy_HSA=3.67. (7) Drug 1: CCCS(=O)(=O)NC1=C(C(=C(C=C1)F)C(=O)C2=CNC3=C2C=C(C=N3)C4=CC=C(C=C4)Cl)F. Drug 2: CC1=CC=C(C=C1)C2=CC(=NN2C3=CC=C(C=C3)S(=O)(=O)N)C(F)(F)F. Cell line: K-562. Synergy scores: CSS=-1.62, Synergy_ZIP=-0.806, Synergy_Bliss=-2.57, Synergy_Loewe=-46.5, Synergy_HSA=-4.91. (8) Drug 1: CC(CN1CC(=O)NC(=O)C1)N2CC(=O)NC(=O)C2. Synergy scores: CSS=14.7, Synergy_ZIP=-3.44, Synergy_Bliss=-3.41, Synergy_Loewe=-4.97, Synergy_HSA=-1.57. Cell line: EKVX. Drug 2: C1C(C(OC1N2C=C(C(=O)NC2=O)F)CO)O.